From a dataset of Forward reaction prediction with 1.9M reactions from USPTO patents (1976-2016). Predict the product of the given reaction. (1) Given the reactants [CH3:1][O:2][C:3]([C@H:5]1[CH2:10][CH2:9][C@H:8]([C:11](=O)[NH:12][CH:13]([C:30]2[C:35]([Cl:36])=[N:34][CH:33]=[CH:32][N:31]=2)[C:14]2[CH:23]=[C:22]3[C:17]([CH:18]=[CH:19][C:20]([C:24]4[CH:29]=[CH:28][CH:27]=[CH:26][CH:25]=4)=[N:21]3)=[CH:16][CH:15]=2)[CH2:7][CH2:6]1)=[O:4].O=P(Cl)(Cl)Cl, predict the reaction product. The product is: [CH3:1][O:2][C:3]([C@H:5]1[CH2:10][CH2:9][C@H:8]([C:11]2[N:31]3[CH:32]=[CH:33][N:34]=[C:35]([Cl:36])[C:30]3=[C:13]([C:14]3[CH:23]=[C:22]4[C:17]([CH:18]=[CH:19][C:20]([C:24]5[CH:29]=[CH:28][CH:27]=[CH:26][CH:25]=5)=[N:21]4)=[CH:16][CH:15]=3)[N:12]=2)[CH2:7][CH2:6]1)=[O:4]. (2) Given the reactants CN1CCOCC1.OC(C(F)(F)F)=O.[N:15]1([C:21]2[N:26]=[CH:25][C:24]([C:27]3[CH:28]=[N:29][C:30]4[N:31]([C:33]([C:36]5([C:39]6[CH:40]=[C:41]7[C:46](=[CH:47][CH:48]=6)[N:45]=[CH:44][CH:43]=[CH:42]7)[CH2:38][CH2:37]5)=[CH:34][N:35]=4)[CH:32]=3)=[CH:23][CH:22]=2)[CH2:20][CH2:19][NH:18][CH2:17][CH2:16]1.Cl[C:50]([O:52][CH3:53])=[O:51], predict the reaction product. The product is: [N:45]1[C:46]2[C:41](=[CH:40][C:39]([C:36]3([C:33]4[N:31]5[CH:32]=[C:27]([C:24]6[CH:23]=[CH:22][C:21]([N:15]7[CH2:16][CH2:17][N:18]([C:50]([O:52][CH3:53])=[O:51])[CH2:19][CH2:20]7)=[N:26][CH:25]=6)[CH:28]=[N:29][C:30]5=[N:35][CH:34]=4)[CH2:38][CH2:37]3)=[CH:48][CH:47]=2)[CH:42]=[CH:43][CH:44]=1. (3) Given the reactants [C:1]([O:5][C:6]([N:8]1[CH2:13][CH2:12][CH:11]([CH:14]=O)[CH2:10][CH2:9]1)=[O:7])([CH3:4])([CH3:3])[CH3:2].C[Mg]Br.[Cl-].[NH4+].C1C[O:24][CH2:23]C1, predict the reaction product. The product is: [C:1]([O:5][C:6]([N:8]1[CH2:9][CH2:10][CH:11]([CH2:14][CH2:23][OH:24])[CH2:12][CH2:13]1)=[O:7])([CH3:2])([CH3:3])[CH3:4].